From a dataset of Forward reaction prediction with 1.9M reactions from USPTO patents (1976-2016). Predict the product of the given reaction. (1) Given the reactants [O:1]=[C:2]([C:6]1[C:11]2[N:12]=[C:13]([C:15]3[CH:16]=[N:17][CH:18]=[CH:19][CH:20]=3)[O:14][C:10]=2[CH:9]=[CH:8][CH:7]=1)C(O)=O.C1C=CC2N(O)N=[N:27]C=2C=1.[NH4+].[Cl-].CCN(C(C)C)C(C)C.CCN=C=NCCCN(C)C.Cl, predict the reaction product. The product is: [N:17]1[CH:18]=[CH:19][CH:20]=[C:15]([C:13]2[O:14][C:10]3[C:11](=[C:6]([C:2]([NH2:27])=[O:1])[CH:7]=[CH:8][CH:9]=3)[N:12]=2)[CH:16]=1. (2) Given the reactants [CH2:1]([O:8][CH2:9][CH:10]=O)[C:2]1[CH:7]=[CH:6][CH:5]=[CH:4][CH:3]=1.[C-]#[N:13].[Na+].[Cl-].[NH4+].[N:17]1[CH:22]=CC=CC=1.[CH:23]1([C:26](Cl)=[O:27])[CH2:25][CH2:24]1, predict the reaction product. The product is: [C:22]([CH:10]([NH:13][C:26]([CH:23]1[CH2:25][CH2:24]1)=[O:27])[CH2:9][O:8][CH2:1][C:2]1[CH:3]=[CH:4][CH:5]=[CH:6][CH:7]=1)#[N:17]. (3) Given the reactants [Cl:1][C:2]1[CH:26]=[CH:25][CH:24]=[CH:23][C:3]=1[C:4]([NH:6][C:7]1[CH:12]=[CH:11][CH:10]=[CH:9][C:8]=1[NH:13][C:14]1[CH:19]=[CH:18][C:17]([O:20][CH3:21])=[CH:16][C:15]=1[CH3:22])=O.Cl.O1CCOCC1.C(=O)(O)[O-].[Na+], predict the reaction product. The product is: [Cl:1][C:2]1[CH:26]=[CH:25][CH:24]=[CH:23][C:3]=1[C:4]1[N:13]([C:14]2[CH:19]=[CH:18][C:17]([O:20][CH3:21])=[CH:16][C:15]=2[CH3:22])[C:8]2[CH:9]=[CH:10][CH:11]=[CH:12][C:7]=2[N:6]=1. (4) Given the reactants [H-].[Na+].C(OP([CH2:11][C:12]([O:14][CH2:15][CH3:16])=[O:13])(OCC)=O)C.[CH2:17]([C@H:19]1[C@@H:23]([C:24]2[N:28]3[C:29]4[CH:35]=[CH:34][N:33]([S:36]([C:39]5[CH:45]=[CH:44][C:42]([CH3:43])=[CH:41][CH:40]=5)(=[O:38])=[O:37])[C:30]=4[N:31]=[CH:32][C:27]3=[N:26][N:25]=2)[CH2:22][C:21](=O)[CH2:20]1)[CH3:18].C([O-])(O)=O.[Na+], predict the reaction product. The product is: [CH2:17]([C@H:19]1[C@@H:23]([C:24]2[N:28]3[C:29]4[CH:35]=[CH:34][N:33]([S:36]([C:39]5[CH:40]=[CH:41][C:42]([CH3:43])=[CH:44][CH:45]=5)(=[O:37])=[O:38])[C:30]=4[N:31]=[CH:32][C:27]3=[N:26][N:25]=2)[CH2:22]/[C:21](=[CH:11]/[C:12]([O:14][CH2:15][CH3:16])=[O:13])/[CH2:20]1)[CH3:18]. (5) Given the reactants [Br:1][C:2]1[CH:7]=[CH:6][C:5]([N:8]=[C:9]=[O:10])=[CH:4][C:3]=1[C:11]([F:14])([F:13])[F:12].[CH3:15][NH:16][C:17]([C:19]1[CH:24]=[C:23]([O:25][C:26]2[CH:32]=[CH:31][C:29]([NH2:30])=[CH:28][CH:27]=2)[CH:22]=[CH:21][N:20]=1)=[O:18], predict the reaction product. The product is: [Br:1][C:2]1[CH:7]=[CH:6][C:5]([NH:8][C:9]([NH:30][C:29]2[CH:28]=[CH:27][C:26]([O:25][C:23]3[CH:22]=[CH:21][N:20]=[C:19]([C:17](=[O:18])[NH:16][CH3:15])[CH:24]=3)=[CH:32][CH:31]=2)=[O:10])=[CH:4][C:3]=1[C:11]([F:12])([F:13])[F:14]. (6) The product is: [C:1]12([C:11]([NH:45][CH:46]([C:50]3[CH:60]=[CH:59][C:53]([C:54]([O:56][CH2:57][CH3:58])=[O:55])=[CH:52][CH:51]=3)[CH:47]([CH3:48])[CH3:49])=[O:13])[CH2:2][CH:3]3[CH2:9][CH:7]([CH2:6][CH:5]([CH2:4]3)[CH2:10]1)[CH2:8]2. Given the reactants [C:1]12([C:11]([OH:13])=O)[CH2:10][CH:5]3[CH2:6][CH:7]([CH2:9][CH:3]([CH2:4]3)[CH2:2]1)[CH2:8]2.CN(C(ON1N=NC2C=CC=NC1=2)=[N+](C)C)C.F[P-](F)(F)(F)(F)F.C(N(CC)CC)C.[NH2:45][CH:46]([C:50]1[CH:60]=[CH:59][C:53]([C:54]([O:56][CH2:57][CH3:58])=[O:55])=[CH:52][CH:51]=1)[CH:47]([CH3:49])[CH3:48], predict the reaction product. (7) Given the reactants [CH3:1][O:2][C:3]1[CH:8]=[CH:7][C:6]([CH:9]=[CH2:10])=[CH:5][C:4]=1[O:11][CH3:12].Br[C:14]1[CH:15]=[N:16][C:17]([NH2:20])=[N:18][CH:19]=1.CCN(CC)CC, predict the reaction product. The product is: [CH3:12][O:11][C:4]1[CH:5]=[C:6]([CH:7]=[CH:8][C:3]=1[O:2][CH3:1])[CH:9]=[CH:10][C:14]1[CH:15]=[N:16][C:17]([NH2:20])=[N:18][CH:19]=1. (8) Given the reactants I[C:2]1[CH:11]=[C:10]2[C:5]([CH:6]=[C:7]([C:18]3[CH:19]=[CH:20][C:21]4[O:26][CH2:25][C:24](=[O:27])[NH:23][C:22]=4[CH:28]=3)[CH:8]([C:12]3[CH:17]=[CH:16][CH:15]=[CH:14][CH:13]=3)[S:9]2)=[CH:4][CH:3]=1.O.C(OCC)(=O)C.[CH3:36][N:37](C=O)C, predict the reaction product. The product is: [O:27]=[C:24]1[NH:23][C:22]2[CH:28]=[C:18]([C:7]3[CH:8]([C:12]4[CH:13]=[CH:14][CH:15]=[CH:16][CH:17]=4)[S:9][C:10]4[C:5]([CH:6]=3)=[CH:4][CH:3]=[C:2]([C:36]#[N:37])[CH:11]=4)[CH:19]=[CH:20][C:21]=2[O:26][CH2:25]1. (9) Given the reactants C[O:2][C:3](=[O:13])[C:4]1[CH:9]=[CH:8][C:7]([NH2:10])=[C:6]([C:11]#[N:12])[CH:5]=1.O.[OH-].[Li+].Cl.O1CCCC1, predict the reaction product. The product is: [NH2:10][C:7]1[CH:8]=[CH:9][C:4]([C:3]([OH:13])=[O:2])=[CH:5][C:6]=1[C:11]#[N:12]. (10) Given the reactants [Cl:1][C:2]1[CH:3]=[C:4]([CH:26]=[CH:27][C:28]=1[F:29])[C:5]([NH:7][C@H:8]1[CH2:13][CH2:12][C@@H:11]([NH:14][C:15]2[CH:24]=[C:23]([CH3:25])[C:22]3[C:17](=[CH:18][CH:19]=[CH:20][CH:21]=3)[N:16]=2)[CH2:10][CH2:9]1)=[O:6].[S:30]([OH:34])([CH3:33])(=[O:32])=[O:31], predict the reaction product. The product is: [CH3:33][S:30]([OH:34])(=[O:32])=[O:31].[Cl:1][C:2]1[CH:3]=[C:4]([CH:26]=[CH:27][C:28]=1[F:29])[C:5]([NH:7][C@H:8]1[CH2:13][CH2:12][C@@H:11]([NH:14][C:15]2[CH:24]=[C:23]([CH3:25])[C:22]3[C:17](=[CH:18][CH:19]=[CH:20][CH:21]=3)[N:16]=2)[CH2:10][CH2:9]1)=[O:6].